Task: Predict the reactants needed to synthesize the given product.. Dataset: Full USPTO retrosynthesis dataset with 1.9M reactions from patents (1976-2016) (1) Given the product [CH2:1]([C:3]1[C:7]2[CH:8]=[N:9][C:10]([C:12](=[O:13])[CH3:23])=[CH:11][C:6]=2[N:5]([CH2:18][CH2:19][CH2:20][O:21][CH3:22])[CH:4]=1)[CH3:2], predict the reactants needed to synthesize it. The reactants are: [CH2:1]([C:3]1[C:7]2[CH:8]=[N:9][C:10]([C:12](N(OC)C)=[O:13])=[CH:11][C:6]=2[N:5]([CH2:18][CH2:19][CH2:20][O:21][CH3:22])[CH:4]=1)[CH3:2].[CH3:23][Mg]Br. (2) Given the product [Cl:1][C:2]1[CH:7]=[C:6]([C:8]2[N:12]=[CH:11][N:10](/[CH:13]=[CH:14]\[C:15]([OH:17])=[O:16])[N:9]=2)[CH:5]=[C:4]([O:21][CH3:22])[N:3]=1, predict the reactants needed to synthesize it. The reactants are: [Cl:1][C:2]1[CH:7]=[C:6]([C:8]2[N:12]=[CH:11][N:10](/[CH:13]=[CH:14]\[C:15]([O:17]C(C)C)=[O:16])[N:9]=2)[CH:5]=[C:4]([O:21][CH3:22])[N:3]=1.[OH-].[Li+].CCOC(C)=O.CCCCCC. (3) Given the product [CH:1]1([NH:5][C:11](=[O:12])[C:10]2[CH:14]=[CH:15][C:7]([CH3:6])=[C:8]([N:16]3[C:25](=[O:26])[C:24]4[C:19](=[CH:20][CH:21]=[C:22]([N:27]5[CH2:32][CH2:31][N:30]([CH:33]([CH3:34])[CH3:35])[CH2:29][CH2:28]5)[CH:23]=4)[N:18]=[CH:17]3)[CH:9]=2)[CH2:4][CH2:3][CH2:2]1, predict the reactants needed to synthesize it. The reactants are: [CH:1]1([NH2:5])[CH2:4][CH2:3][CH2:2]1.[CH3:6][C:7]1[CH:15]=[CH:14][C:10]([C:11](O)=[O:12])=[CH:9][C:8]=1[N:16]1[C:25](=[O:26])[C:24]2[C:19](=[CH:20][CH:21]=[C:22]([N:27]3[CH2:32][CH2:31][N:30]([CH:33]([CH3:35])[CH3:34])[CH2:29][CH2:28]3)[CH:23]=2)[N:18]=[CH:17]1. (4) Given the product [Br:48][C:49]1[CH:55]=[CH:54][C:52]([NH:53][C:9](=[O:11])[C:8]2[CH:12]=[CH:13][CH:14]=[C:6]([C:3]([C:1]#[N:2])([CH3:4])[CH3:5])[CH:7]=2)=[CH:51][C:50]=1[N+:56]([O-:58])=[O:57], predict the reactants needed to synthesize it. The reactants are: [C:1]([C:3]([C:6]1[CH:7]=[C:8]([CH:12]=[CH:13][CH:14]=1)[C:9]([OH:11])=O)([CH3:5])[CH3:4])#[N:2].CN(C(ON1N=NC2C=CC=NC1=2)=[N+](C)C)C.F[P-](F)(F)(F)(F)F.CCN(C(C)C)C(C)C.[Br:48][C:49]1[CH:55]=[CH:54][C:52]([NH2:53])=[CH:51][C:50]=1[N+:56]([O-:58])=[O:57].